Task: Predict the product of the given reaction.. Dataset: Forward reaction prediction with 1.9M reactions from USPTO patents (1976-2016) (1) Given the reactants C1[O:9][C:8]2[CH:7]=[CH:6][C:5]([C:10]([CH:12]([C:14]3[CH:19]=[CH:18][C:17]4[O:20]C[O:22][C:16]=4[CH:15]=3)O)=O)=[CH:4][C:3]=2[O:2]1, predict the reaction product. The product is: [OH:2][C:3]1[CH:4]=[C:5]([CH2:10][CH2:12][C:14]2[CH:19]=[CH:18][C:17]([OH:20])=[C:16]([OH:22])[CH:15]=2)[CH:6]=[CH:7][C:8]=1[OH:9]. (2) Given the reactants Br[C:2]1[N:7]=[CH:6][C:5]([F:8])=[CH:4][N:3]=1.Br[C:10]([F:17])([F:16])[C:11]([O:13][CH2:14][CH3:15])=[O:12], predict the reaction product. The product is: [F:16][C:10]([F:17])([C:2]1[N:7]=[CH:6][C:5]([F:8])=[CH:4][N:3]=1)[C:11]([O:13][CH2:14][CH3:15])=[O:12]. (3) Given the reactants [NH:1]1[C:9]2[C:4](=[CH:5][C:6]([NH:10][C:11]3[N:20]=[CH:19][C:18]([CH:21]4[CH2:23][CH2:22]4)=[CH:17][C:12]=3[C:13]([O:15][CH3:16])=[O:14])=[CH:7][CH:8]=2)[CH:3]=[CH:2]1.[Br:24]N1C(=O)CCC1=O.C(OCC)(=O)C.O, predict the reaction product. The product is: [Br:24][C:3]1[C:4]2[C:9](=[CH:8][CH:7]=[C:6]([NH:10][C:11]3[N:20]=[CH:19][C:18]([CH:21]4[CH2:23][CH2:22]4)=[CH:17][C:12]=3[C:13]([O:15][CH3:16])=[O:14])[CH:5]=2)[NH:1][CH:2]=1. (4) Given the reactants [NH2:1][C:2]1[N:10]=[CH:9][CH:8]=[CH:7][C:3]=1[C:4]([OH:6])=O.ON1C2C=CC=CC=2N=N1.CCN=C=NCCCN(C)C.[CH2:32]([C:34]1[CH:35]=[C:36]([CH:46]=[CH:47][CH:48]=1)[O:37][C:38]1[CH:45]=[CH:44][C:41]([CH2:42][NH2:43])=[CH:40][CH:39]=1)[CH3:33].C(=O)(O)[O-].[Na+], predict the reaction product. The product is: [CH2:32]([C:34]1[CH:35]=[C:36]([CH:46]=[CH:47][CH:48]=1)[O:37][C:38]1[CH:45]=[CH:44][C:41]([CH2:42][NH:43][C:4](=[O:6])[C:3]2[CH:7]=[CH:8][CH:9]=[N:10][C:2]=2[NH2:1])=[CH:40][CH:39]=1)[CH3:33]. (5) Given the reactants [Cl:1][C:2]1[C:3]([N:8]2[CH2:13][CH2:12][N:11]([CH2:14][CH2:15][N:16]([CH3:26])[S:17]([C:20]3[CH:21]=[N:22][CH:23]=[CH:24][CH:25]=3)(=[O:19])=[O:18])[CH2:10][CH2:9]2)=[N:4][CH:5]=[CH:6][N:7]=1.[F:27][C:28]1[CH:33]=[CH:32][C:31](B(O)O)=[CH:30][CH:29]=1.C(=O)([O-])[O-].[K+].[K+], predict the reaction product. The product is: [ClH:1].[F:27][C:28]1[CH:33]=[CH:32][C:31]([C:2]2[C:3]([N:8]3[CH2:13][CH2:12][N:11]([CH2:14][CH2:15][N:16]([CH3:26])[S:17]([C:20]4[CH:21]=[N:22][CH:23]=[CH:24][CH:25]=4)(=[O:19])=[O:18])[CH2:10][CH2:9]3)=[N:4][CH:5]=[CH:6][N:7]=2)=[CH:30][CH:29]=1. (6) Given the reactants [N:1]([C:4]1[C:9]([CH2:10][C:11]([O:13][CH2:14][CH3:15])=[O:12])=[CH:8][N:7]=[C:6]([C:16]2[C:24]3[C:19](=[N:20][CH:21]=[CH:22][CH:23]=3)[N:18]([CH2:25][C:26]3[CH:31]=[CH:30][CH:29]=[CH:28][C:27]=3[F:32])[N:17]=2)[N:5]=1)=[N+]=[N-].[H][H], predict the reaction product. The product is: [NH2:1][C:4]1[C:9]([CH2:10][C:11]([O:13][CH2:14][CH3:15])=[O:12])=[CH:8][N:7]=[C:6]([C:16]2[C:24]3[C:19](=[N:20][CH:21]=[CH:22][CH:23]=3)[N:18]([CH2:25][C:26]3[CH:31]=[CH:30][CH:29]=[CH:28][C:27]=3[F:32])[N:17]=2)[N:5]=1. (7) Given the reactants Br[C:2]1[CH:3]=[C:4]2[C:10]([CH3:11])=[N:9][N:8]([CH:12]3[CH2:17][CH2:16][CH2:15][CH2:14][O:13]3)[C:5]2=[CH:6][N:7]=1.[N:18]1[CH:23]=[C:22](B(O)O)[CH:21]=[N:20][CH:19]=1.C([O-])(=O)C.[K+].O, predict the reaction product. The product is: [CH3:11][C:10]1[C:4]2[C:5](=[CH:6][N:7]=[C:2]([C:19]3[N:20]=[CH:21][CH:22]=[CH:23][N:18]=3)[CH:3]=2)[N:8]([CH:12]2[CH2:17][CH2:16][CH2:15][CH2:14][O:13]2)[N:9]=1. (8) Given the reactants Cl.[F:2][C:3]([F:35])([F:34])[C:4]1[CH:5]=[C:6]([CH:27]=[C:28]([C:30]([F:33])([F:32])[F:31])[CH:29]=1)[CH2:7][O:8][CH2:9][CH:10]([C:21]1[CH:26]=[CH:25][CH:24]=[CH:23][CH:22]=1)[CH2:11][NH:12][C:13]([CH:15]1[CH2:20][CH2:19][NH:18][CH2:17][CH2:16]1)=[O:14].Br[CH2:37][C:38]([O:40][C:41]([CH3:44])([CH3:43])[CH3:42])=[O:39].C(=O)([O-])[O-].[K+].[K+].CN(C=O)C, predict the reaction product. The product is: [F:35][C:3]([F:34])([F:2])[C:4]1[CH:5]=[C:6]([CH:27]=[C:28]([C:30]([F:32])([F:33])[F:31])[CH:29]=1)[CH2:7][O:8][CH2:9][CH:10]([C:21]1[CH:22]=[CH:23][CH:24]=[CH:25][CH:26]=1)[CH2:11][NH:12][C:13]([CH:15]1[CH2:20][CH2:19][N:18]([CH2:37][C:38]([O:40][C:41]([CH3:44])([CH3:43])[CH3:42])=[O:39])[CH2:17][CH2:16]1)=[O:14]. (9) The product is: [N:16]([CH2:3][C:4]1[N:5]=[C:6]([C:10]2[CH:15]=[CH:14][CH:13]=[CH:12][CH:11]=2)[NH:7][C:8]=1[CH3:9])=[N+:17]=[N-:18]. Given the reactants Cl.Cl[CH2:3][C:4]1[N:5]=[C:6]([C:10]2[CH:15]=[CH:14][CH:13]=[CH:12][CH:11]=2)[NH:7][C:8]=1[CH3:9].[N-:16]=[N+:17]=[N-:18].[Na+], predict the reaction product. (10) Given the reactants [C:1]([O:5][C:6](=[O:39])[N:7]([CH:9]([C:11](=[O:38])[NH:12][CH:13]([C:18]([N:20]1[CH2:24][CH2:23][CH:22]2[NH:25][CH2:26][CH:27]([CH2:28][O:29][C:30]3[CH:35]=[CH:34][C:33]([F:36])=[C:32]([F:37])[CH:31]=3)[CH:21]12)=[O:19])[C:14]([CH3:17])([CH3:16])[CH3:15])[CH3:10])[CH3:8])([CH3:4])([CH3:3])[CH3:2].[CH3:40][N:41]([CH3:45])[C:42](Cl)=[O:43], predict the reaction product. The product is: [C:1]([O:5][C:6](=[O:39])[N:7]([CH:9]([C:11](=[O:38])[NH:12][CH:13]([C:18]([N:20]1[CH2:24][CH2:23][CH:22]2[N:25]([C:42](=[O:43])[N:41]([CH3:45])[CH3:40])[CH2:26][CH:27]([CH2:28][O:29][C:30]3[CH:35]=[CH:34][C:33]([F:36])=[C:32]([F:37])[CH:31]=3)[CH:21]12)=[O:19])[C:14]([CH3:16])([CH3:17])[CH3:15])[CH3:10])[CH3:8])([CH3:2])([CH3:3])[CH3:4].